From a dataset of Forward reaction prediction with 1.9M reactions from USPTO patents (1976-2016). Predict the product of the given reaction. (1) Given the reactants [C:1]([Si:5]([CH3:42])([CH3:41])[O:6][CH:7]([C:17]1[C:18]([CH3:40])=[N:19][O:20][C:21]=1[C:22]1[CH:27]=[CH:26][C:25]([C:28]2[CH:33]=[CH:32][C:31]([C:34]3([C:37](O)=[O:38])[CH2:36][CH2:35]3)=[CH:30][CH:29]=2)=[CH:24][CH:23]=1)[CH2:8][CH2:9][CH2:10][C:11]1[CH:16]=[CH:15][CH:14]=[CH:13][CH:12]=1)([CH3:4])([CH3:3])[CH3:2].[CH:43]1([S:46]([NH2:49])(=[O:48])=[O:47])[CH2:45][CH2:44]1, predict the reaction product. The product is: [C:1]([Si:5]([CH3:42])([CH3:41])[O:6][CH:7]([C:17]1[C:18]([CH3:40])=[N:19][O:20][C:21]=1[C:22]1[CH:23]=[CH:24][C:25]([C:28]2[CH:33]=[CH:32][C:31]([C:34]3([C:37]([NH:49][S:46]([CH:43]4[CH2:45][CH2:44]4)(=[O:48])=[O:47])=[O:38])[CH2:36][CH2:35]3)=[CH:30][CH:29]=2)=[CH:26][CH:27]=1)[CH2:8][CH2:9][CH2:10][C:11]1[CH:16]=[CH:15][CH:14]=[CH:13][CH:12]=1)([CH3:2])([CH3:4])[CH3:3]. (2) Given the reactants [CH2:1]([O:4][C:5]1[CH:10]=[CH:9][C:8]([CH2:11][SH:12])=[CH:7][CH:6]=1)[CH:2]=[CH2:3].[N:13]1([CH2:18][CH2:19]OS(C2C=CC(C)=CC=2)(=O)=O)[CH:17]=[CH:16][N:15]=[N:14]1.[H-].[Na+], predict the reaction product. The product is: [CH2:1]([O:4][C:5]1[CH:10]=[CH:9][C:8]([CH2:11][S:12][CH2:19][CH2:18][N:13]2[CH:17]=[CH:16][N:15]=[N:14]2)=[CH:7][CH:6]=1)[CH:2]=[CH2:3]. (3) Given the reactants [F:1][C@H:2]1[C@H:5]([CH2:6][O:7][CH2:8][C:9]2[CH:14]=[CH:13][CH:12]=[CH:11][CH:10]=2)[CH2:4][C:3]1=O.[CH2:16]([NH2:23])[C:17]1[CH:22]=[CH:21][CH:20]=[CH:19][CH:18]=1.C(O[BH-](OC(=O)C)OC(=O)C)(=O)C.[Na+].CC(O)=O, predict the reaction product. The product is: [CH2:16]([NH:23][CH:3]1[CH2:4][CH:5]([CH2:6][O:7][CH2:8][C:9]2[CH:14]=[CH:13][CH:12]=[CH:11][CH:10]=2)[CH:2]1[F:1])[C:17]1[CH:22]=[CH:21][CH:20]=[CH:19][CH:18]=1. (4) Given the reactants [C:1]([C:4]1[C:14]([OH:15])=[CH:13][CH:12]=[CH:11][C:5]=1[O:6][CH2:7]C(O)=O)(=O)[CH3:2].[C:16](OC(=O)C)(=O)C.C([O-])(=O)C.[Na+], predict the reaction product. The product is: [CH3:7][O:6][C:5]1[C:4]2[C:1]([CH3:2])=[CH:16][O:15][C:14]=2[CH:13]=[CH:12][CH:11]=1. (5) Given the reactants C[O:2][C:3]([C:5]1[CH:14]=[CH:13][C:8]2[N:9]=[C:10]([CH3:12])[O:11][C:7]=2[CH:6]=1)=[O:4].[OH-].[Na+].Cl, predict the reaction product. The product is: [CH3:12][C:10]1[O:11][C:7]2[CH:6]=[C:5]([C:3]([OH:4])=[O:2])[CH:14]=[CH:13][C:8]=2[N:9]=1.